Task: Predict the reaction yield, written as a fraction of the theoretical maximum amount of product (1.0 means a 100% yield; for example, 0.34 means a 34% yield).. Dataset: Reaction yield outcomes from USPTO patents with 853,638 reactions The reactants are [CH:1]1([NH:4][CH:5]([C:7]2[CH:12]=[CH:11][CH:10]=[CH:9][N:8]=2)[CH3:6])[CH2:3][CH2:2]1.[CH2:13]([C:15]1[C:20](=[O:21])[NH:19][C:18]([CH3:22])=[C:17]([C:23]2[S:27][C:26]([S:28](Cl)(=[O:30])=[O:29])=[CH:25][CH:24]=2)[CH:16]=1)[CH3:14]. The catalyst is ClCCl. The product is [CH:1]1([N:4]([CH:5]([C:7]2[CH:12]=[CH:11][CH:10]=[CH:9][N:8]=2)[CH3:6])[S:28]([C:26]2[S:27][C:23]([C:17]3[CH:16]=[C:15]([CH2:13][CH3:14])[C:20](=[O:21])[NH:19][C:18]=3[CH3:22])=[CH:24][CH:25]=2)(=[O:29])=[O:30])[CH2:3][CH2:2]1. The yield is 0.430.